Dataset: Retrosynthesis with 50K atom-mapped reactions and 10 reaction types from USPTO. Task: Predict the reactants needed to synthesize the given product. (1) Given the product Cc1cc(F)ccc1Nc1c(C(=O)N2CCC(c3ccc(F)cc3)CC2)cnc2c(S(=O)(=O)NC3CC3)cnn12, predict the reactants needed to synthesize it. The reactants are: CCOC(=O)c1cnc2c(S(=O)(=O)NC3CC3)cnn2c1Nc1ccc(F)cc1C.Fc1ccc(C2CCNCC2)cc1. (2) Given the product COC(=O)C=CCC(CCC#N)(c1ccccc1)c1ccccc1, predict the reactants needed to synthesize it. The reactants are: COC(=O)C=P(c1ccccc1)(c1ccccc1)c1ccccc1.N#CCCC(CC=O)(c1ccccc1)c1ccccc1. (3) The reactants are: CC=O.Cc1cc(NC(=O)c2ccc3c(c2)CCNC3)nn1Cc1cc(Cl)ccc1OCC(C)C. Given the product CCN1CCc2cc(C(=O)Nc3cc(C)n(Cc4cc(Cl)ccc4OCC(C)C)n3)ccc2C1, predict the reactants needed to synthesize it. (4) Given the product COc1ccc(S(=O)(=O)NCCCCCCCC(=O)O)cc1, predict the reactants needed to synthesize it. The reactants are: COc1ccc(S(=O)(=O)Cl)cc1.NCCCCCCCC(=O)O. (5) Given the product CCCN1CCC2(CC1)COc1cc3c(cc12)N(C(=O)c1ccc(-c2ccc(N4CCCC4=O)cc2C)cc1)CC3, predict the reactants needed to synthesize it. The reactants are: CCCBr.Cc1cc(N2CCCC2=O)ccc1-c1ccc(C(=O)N2CCc3cc4c(cc32)C2(CCNCC2)CO4)cc1. (6) Given the product CN(C)CC(=O)Nc1cccc(N=C2SC(=C3Sc4ccccc4N3C)C(=O)N2Cc2ccccc2)c1, predict the reactants needed to synthesize it. The reactants are: CN(C)CC(=O)Cl.CN1C(=C2SC(=Nc3cccc(N)c3)N(Cc3ccccc3)C2=O)Sc2ccccc21.